From a dataset of Forward reaction prediction with 1.9M reactions from USPTO patents (1976-2016). Predict the product of the given reaction. (1) The product is: [CH3:1][C:2]1[C:3]([C:12]2[CH:16]=[C:15]([NH:17][C:24](=[O:25])[CH2:20][C:21]([O:22][CH2:31][CH3:32])=[O:33])[NH:14][N:13]=2)=[N:4][C:5]2[C:10]([N:11]=1)=[CH:9][CH:8]=[CH:7][CH:6]=2. Given the reactants [CH3:1][C:2]1[C:3]([C:12]2[CH:16]=[C:15]([NH2:17])[NH:14][N:13]=2)=[N:4][C:5]2[C:10]([N:11]=1)=[CH:9][CH:8]=[CH:7][CH:6]=2.C([CH:20]([C:24](Cl)=[O:25])[C:21](Cl)=[O:22])C.N1[CH:32]=[CH:31]C=CC=1.[OH2:33], predict the reaction product. (2) Given the reactants [C:1]([O:5][C:6]([N:8]([C:24]([O:26][C:27]([CH3:30])([CH3:29])[CH3:28])=[O:25])[C:9]1[O:17][C:16]2[C:11](=[N:12][CH:13]=[C:14](Br)[CH:15]=2)[C:10]=1[C:19]([O:21][CH2:22][CH3:23])=[O:20])=[O:7])([CH3:4])([CH3:3])[CH3:2].[CH3:31][C:32]1(C)C(C)(C)OB(C=C)O1.[O-]P([O-])([O-])=O.[K+].[K+].[K+], predict the reaction product. The product is: [C:1]([O:5][C:6]([N:8]([C:24]([O:26][C:27]([CH3:30])([CH3:29])[CH3:28])=[O:25])[C:9]1[O:17][C:16]2[C:11](=[N:12][CH:13]=[C:14]([CH:31]=[CH2:32])[CH:15]=2)[C:10]=1[C:19]([O:21][CH2:22][CH3:23])=[O:20])=[O:7])([CH3:4])([CH3:3])[CH3:2]. (3) Given the reactants [CH2:1]([O:4][C:5]([NH:7][C@@H:8]([CH:12]([CH3:14])[CH3:13])[C:9]([OH:11])=[O:10])=[O:6])[CH:2]=[CH2:3].O[N:16]1[C:20](=[O:21])[CH2:19][CH2:18][C:17]1=[O:22].C1(N=C=NC2CCCCC2)CCCCC1, predict the reaction product. The product is: [CH2:1]([O:4][C:5]([NH:7][C@@H:8]([CH:12]([CH3:14])[CH3:13])[C:9]([O:11][N:16]1[C:20](=[O:21])[CH2:19][CH2:18][C:17]1=[O:22])=[O:10])=[O:6])[CH:2]=[CH2:3].